Predict the reaction yield, written as a fraction of the theoretical maximum amount of product (1.0 means a 100% yield; for example, 0.34 means a 34% yield). From a dataset of Reaction yield outcomes from USPTO patents with 853,638 reactions. (1) The reactants are [C:1]([C:3]1[CH:4]=[C:5]2[C:10](=[CH:11][C:12]=1[OH:13])[N:9]=[CH:8][CH:7]=[C:6]2[O:14][C:15]1[CH:20]=[CH:19][C:18]([NH:21][C:22]([NH:24][CH:25]2[CH2:27][CH2:26]2)=[O:23])=[C:17]([Cl:28])[CH:16]=1)#[N:2].[Br:29][CH2:30][CH2:31][CH2:32]Br. No catalyst specified. The product is [Br:29][CH2:30][CH2:31][CH2:32][O:13][C:12]1[CH:11]=[C:10]2[C:5]([C:6]([O:14][C:15]3[CH:20]=[CH:19][C:18]([NH:21][C:22]([NH:24][CH:25]4[CH2:26][CH2:27]4)=[O:23])=[C:17]([Cl:28])[CH:16]=3)=[CH:7][CH:8]=[N:9]2)=[CH:4][C:3]=1[C:1]#[N:2]. The yield is 0.156. (2) The reactants are [F:1][C:2]1[CH:7]=[CH:6][C:5]([CH:8]([CH3:12])[CH2:9][CH2:10][OH:11])=[CH:4][CH:3]=1.C(Cl)(=O)C(Cl)=O.CS(C)=O. No catalyst specified. The yield is 0.850. The product is [F:1][C:2]1[CH:3]=[CH:4][C:5]([CH:8]([CH3:12])[CH2:9][CH:10]=[O:11])=[CH:6][CH:7]=1. (3) The reactants are [N+:1]([C:4]1[C:5]([S:10]([NH2:13])(=[O:12])=[O:11])=[N:6][CH:7]=[CH:8][CH:9]=1)([O-])=O.[Cl-].[NH4+].C(OCC)(=O)C. The catalyst is C(O)C.[Fe]. The product is [NH2:1][C:4]1[C:5]([S:10]([NH2:13])(=[O:12])=[O:11])=[N:6][CH:7]=[CH:8][CH:9]=1. The yield is 0.760. (4) The product is [N:3]1[CH:8]=[CH:7][CH:6]=[CH:5][C:4]=1[N:9]1[C:13]2[CH:14]=[CH:15][CH:16]=[CH:17][C:12]=2[N:11]=[CH:10]1. The catalyst is [Br-].C([N+](CCCC)(CCCC)CCCC)CCC.C(Cl)Cl.O. The reactants are Cl.Cl.[N:3]1[CH:8]=[CH:7][CH:6]=[CH:5][C:4]=1[N:9]1[C:13]2[CH:14]=[CH:15][CH:16]=[CH:17][C:12]=2[N:11]=[C:10]1/C=C/C1C=CC=CN=1.OOS([O-])=O.[K+]. The yield is 0.730. (5) The reactants are [CH3:1][O:2][N:3]([CH3:23])[C:4]([C@@H:6]1[CH2:11][CH2:10][C@H:9]([NH:12][C:13](=[O:22])[O:14][CH2:15][C:16]2[CH:21]=[CH:20][CH:19]=[CH:18][CH:17]=2)[CH2:8][CH2:7]1)=[O:5].[H-].[Na+].[Cl:26][C:27]1[CH:34]=[CH:33][C:30]([CH2:31]Br)=[CH:29][CH:28]=1. The catalyst is CN(C=O)C. The product is [Cl:26][C:27]1[CH:34]=[CH:33][C:30]([CH2:31][N:12]([C@H:9]2[CH2:10][CH2:11][C@@H:6]([C:4](=[O:5])[N:3]([O:2][CH3:1])[CH3:23])[CH2:7][CH2:8]2)[C:13](=[O:22])[O:14][CH2:15][C:16]2[CH:17]=[CH:18][CH:19]=[CH:20][CH:21]=2)=[CH:29][CH:28]=1. The yield is 0.860. (6) The reactants are [CH3:1][O:2][C:3](=[O:22])[CH:4]([P:16]([O:20][CH3:21])([O:18][CH3:19])=[O:17])[NH:5]C(OCC1C=CC=CC=1)=O. The catalyst is [Pd].CO. The product is [CH3:1][O:2][C:3](=[O:22])[CH:4]([P:16]([O:18][CH3:19])([O:20][CH3:21])=[O:17])[NH2:5]. The yield is 0.960. (7) The reactants are [F:1][C:2]1[CH:7]=[CH:6][CH:5]=[CH:4][C:3]=1[N:8]1[C:16]2[C:11](=[C:12]([N:17]3[CH2:24][C@H:23]4[C@H:19]([CH2:20][NH:21][CH2:22]4)[C:18]3=[O:25])[CH:13]=[CH:14][CH:15]=2)[CH:10]=[N:9]1.[OH:26][C@@H:27]([CH3:32])[CH2:28][C:29](O)=[O:30].C(N(C(C)C)C(C)C)C.F[P-](F)(F)(F)(F)F.CN(C(N1C2C(=NC=CC=2)[N+]([O-])=N1)=[N+](C)C)C. The catalyst is O1CCCC1. The product is [F:1][C:2]1[CH:7]=[CH:6][CH:5]=[CH:4][C:3]=1[N:8]1[C:16]2[C:11](=[C:12]([N:17]3[CH2:24][C@H:23]4[C@H:19]([CH2:20][N:21]([C:29](=[O:30])[CH2:28][C@@H:27]([OH:26])[CH3:32])[CH2:22]4)[C:18]3=[O:25])[CH:13]=[CH:14][CH:15]=2)[CH:10]=[N:9]1. The yield is 0.530. (8) The reactants are I[C:2]1[S:3][CH:4]=[CH:5][CH:6]=1.[CH2:7]([NH2:12])[CH2:8][CH2:9][CH2:10][CH3:11].[O-]P([O-])([O-])=O.[K+].[K+].[K+].O. The catalyst is CN(C)CCO. The product is [CH2:7]([NH:12][C:2]1[S:3][CH:4]=[CH:5][CH:6]=1)[CH2:8][CH2:9][CH2:10][CH3:11]. The yield is 0.530. (9) The reactants are [Cl:1][C:2]1[CH:3]=[C:4]([CH:9]=[C:10]([Cl:13])[C:11]=1[OH:12])[C:5]([NH:7][NH2:8])=[O:6].Cl[C:15](=[O:21])[C:16]([O:18][CH2:19][CH3:20])=[O:17]. The catalyst is ClCCl. The product is [Cl:1][C:2]1[CH:3]=[C:4]([CH:9]=[C:10]([Cl:13])[C:11]=1[OH:12])[C:5]([NH:7][NH:8][C:15](=[O:21])[C:16]([O:18][CH2:19][CH3:20])=[O:17])=[O:6]. The yield is 0.700. (10) The reactants are CC1(C)[N:6]([C:7]([O:9][CH2:10][C:11]2[CH:16]=[CH:15][CH:14]=[CH:13][CH:12]=2)=[O:8])[C:5]([CH2:22][CH2:23][CH2:24][CH2:25][B:26]2[O:30][C:29]([CH3:32])([CH3:31])[C:28]([CH3:34])([CH3:33])[O:27]2)([C:17]([O:19][CH2:20][CH3:21])=[O:18])[CH2:4][O:3]1.C[Si](OS(C(F)(F)F)(=O)=O)(C)C. The catalyst is ClCCl. The product is [CH2:10]([O:9][C:7]([NH:6][C:5]([CH2:4][OH:3])([CH2:22][CH2:23][CH2:24][CH2:25][B:26]1[O:30][C:29]([CH3:31])([CH3:32])[C:28]([CH3:34])([CH3:33])[O:27]1)[C:17]([O:19][CH2:20][CH3:21])=[O:18])=[O:8])[C:11]1[CH:12]=[CH:13][CH:14]=[CH:15][CH:16]=1. The yield is 0.560.